Dataset: NCI-60 drug combinations with 297,098 pairs across 59 cell lines. Task: Regression. Given two drug SMILES strings and cell line genomic features, predict the synergy score measuring deviation from expected non-interaction effect. (1) Drug 1: CCC1(CC2CC(C3=C(CCN(C2)C1)C4=CC=CC=C4N3)(C5=C(C=C6C(=C5)C78CCN9C7C(C=CC9)(C(C(C8N6C)(C(=O)OC)O)OC(=O)C)CC)OC)C(=O)OC)O.OS(=O)(=O)O. Drug 2: CC=C1C(=O)NC(C(=O)OC2CC(=O)NC(C(=O)NC(CSSCCC=C2)C(=O)N1)C(C)C)C(C)C. Cell line: IGROV1. Synergy scores: CSS=58.6, Synergy_ZIP=1.62, Synergy_Bliss=0.768, Synergy_Loewe=-15.9, Synergy_HSA=0.709. (2) Drug 1: C1=CC=C(C(=C1)C(C2=CC=C(C=C2)Cl)C(Cl)Cl)Cl. Drug 2: CN(CCCl)CCCl.Cl. Cell line: UACC62. Synergy scores: CSS=19.8, Synergy_ZIP=-1.83, Synergy_Bliss=-0.0650, Synergy_Loewe=-27.4, Synergy_HSA=-0.207. (3) Synergy scores: CSS=53.1, Synergy_ZIP=-2.71, Synergy_Bliss=0.212, Synergy_Loewe=4.54, Synergy_HSA=6.07. Drug 1: CC(CN1CC(=O)NC(=O)C1)N2CC(=O)NC(=O)C2. Drug 2: C1C(C(OC1N2C=NC(=NC2=O)N)CO)O. Cell line: SW-620. (4) Drug 1: CC1=C(C=C(C=C1)NC(=O)C2=CC=C(C=C2)CN3CCN(CC3)C)NC4=NC=CC(=N4)C5=CN=CC=C5. Drug 2: CC1=C(C(=O)C2=C(C1=O)N3CC4C(C3(C2COC(=O)N)OC)N4)N. Cell line: SNB-19. Synergy scores: CSS=19.3, Synergy_ZIP=-5.32, Synergy_Bliss=-1.55, Synergy_Loewe=-29.2, Synergy_HSA=-4.45. (5) Drug 1: C1CN1C2=NC(=NC(=N2)N3CC3)N4CC4. Drug 2: C1CN(P(=O)(OC1)NCCCl)CCCl. Cell line: MALME-3M. Synergy scores: CSS=15.6, Synergy_ZIP=-3.40, Synergy_Bliss=2.09, Synergy_Loewe=-33.8, Synergy_HSA=1.49. (6) Drug 1: CC1CCC2CC(C(=CC=CC=CC(CC(C(=O)C(C(C(=CC(C(=O)CC(OC(=O)C3CCCCN3C(=O)C(=O)C1(O2)O)C(C)CC4CCC(C(C4)OC)OCCO)C)C)O)OC)C)C)C)OC. Synergy scores: CSS=2.85, Synergy_ZIP=5.09, Synergy_Bliss=11.4, Synergy_Loewe=5.60, Synergy_HSA=6.40. Cell line: HCT116. Drug 2: C(CN)CNCCSP(=O)(O)O. (7) Synergy scores: CSS=-0.363, Synergy_ZIP=-1.91, Synergy_Bliss=-2.79, Synergy_Loewe=-3.48, Synergy_HSA=-2.72. Drug 2: CCCCCOC(=O)NC1=NC(=O)N(C=C1F)C2C(C(C(O2)C)O)O. Cell line: SF-268. Drug 1: C1C(C(OC1N2C=NC3=C(N=C(N=C32)Cl)N)CO)O. (8) Drug 1: CC12CCC3C(C1CCC2O)C(CC4=C3C=CC(=C4)O)CCCCCCCCCS(=O)CCCC(C(F)(F)F)(F)F. Drug 2: CCC1=C2CN3C(=CC4=C(C3=O)COC(=O)C4(CC)O)C2=NC5=C1C=C(C=C5)O. Cell line: NCI-H226. Synergy scores: CSS=5.54, Synergy_ZIP=-0.446, Synergy_Bliss=2.28, Synergy_Loewe=-30.6, Synergy_HSA=-0.821. (9) Drug 1: CN(CCCl)CCCl.Cl. Drug 2: CCC1(C2=C(COC1=O)C(=O)N3CC4=CC5=C(C=CC(=C5CN(C)C)O)N=C4C3=C2)O.Cl. Cell line: PC-3. Synergy scores: CSS=24.8, Synergy_ZIP=-3.78, Synergy_Bliss=-2.39, Synergy_Loewe=-1.16, Synergy_HSA=1.94.